Predict the product of the given reaction. From a dataset of Forward reaction prediction with 1.9M reactions from USPTO patents (1976-2016). (1) Given the reactants [F:1][C:2]1[CH:3]=[C:4]([S:20]([NH2:23])(=[O:22])=[O:21])[CH:5]=[CH:6][C:7]=1[O:8][C@H:9]1[CH2:13][CH2:12][CH2:11][C@@H:10]1[C:14]1[N:18]([CH3:19])[N:17]=[CH:16][CH:15]=1.[F:24][C:25]1[CH:30]=[C:29](F)[N:28]=[CH:27][N:26]=1.C(=O)([O-])[O-].[K+].[K+], predict the reaction product. The product is: [F:1][C:2]1[CH:3]=[C:4]([S:20]([NH:23][C:29]2[CH:30]=[C:25]([F:24])[N:26]=[CH:27][N:28]=2)(=[O:21])=[O:22])[CH:5]=[CH:6][C:7]=1[O:8][C@H:9]1[CH2:13][CH2:12][CH2:11][C@@H:10]1[C:14]1[N:18]([CH3:19])[N:17]=[CH:16][CH:15]=1. (2) Given the reactants [CH2:1]([O:8][CH2:9][CH2:10][CH2:11][CH2:12][C:13]1[N+:14]([O-])=[CH:15][C:16]2[C:21]([CH:22]=1)=[CH:20][CH:19]=[CH:18][CH:17]=2)[C:2]1[CH:7]=[CH:6][CH:5]=[CH:4][CH:3]=1.P(Cl)(Cl)([Cl:26])=O, predict the reaction product. The product is: [Cl:26][C:15]1[C:16]2[C:21](=[CH:20][CH:19]=[CH:18][CH:17]=2)[CH:22]=[C:13]([CH2:12][CH2:11][CH2:10][CH2:9][O:8][CH2:1][C:2]2[CH:7]=[CH:6][CH:5]=[CH:4][CH:3]=2)[N:14]=1. (3) The product is: [NH2:22][C:18]1[CH:17]=[C:16]([NH:23][C:9](=[O:10])[O:11][C:12]([CH3:13])([CH3:14])[CH3:15])[CH:21]=[CH:20][CH:19]=1. Given the reactants [C:9](O[C:9]([O:11][C:12]([CH3:15])([CH3:14])[CH3:13])=[O:10])([O:11][C:12]([CH3:15])([CH3:14])[CH3:13])=[O:10].[C:16]1([NH2:23])[CH:21]=[CH:20][CH:19]=[C:18]([NH2:22])[CH:17]=1, predict the reaction product. (4) Given the reactants [H-].[Na+].CS(C)=O.[NH2:7][C:8]1[CH:13]=[CH:12][C:11]([OH:14])=[CH:10][C:9]=1[N+:15]([O-:17])=[O:16].Cl[C:19]1[C:28]2[C:23](=[CH:24][C:25]([O:31][CH3:32])=[C:26]([O:29][CH3:30])[CH:27]=2)[N:22]=[CH:21][CH:20]=1, predict the reaction product. The product is: [CH3:30][O:29][C:26]1[CH:27]=[C:28]2[C:23](=[CH:24][C:25]=1[O:31][CH3:32])[N:22]=[CH:21][CH:20]=[C:19]2[O:14][C:11]1[CH:12]=[CH:13][C:8]([NH2:7])=[C:9]([N+:15]([O-:17])=[O:16])[CH:10]=1. (5) Given the reactants [Br:1][CH2:2][C:3]1[CH:10]=[CH:9][C:8]([F:11])=[CH:7][C:4]=1[CH:5]=O.[C:12](=[O:19])([O:14][C:15]([CH3:18])([CH3:17])[CH3:16])[NH2:13].FC(F)(F)C(O)=O.C([SiH](CC)CC)C, predict the reaction product. The product is: [Br:1][CH2:2][C:3]1[CH:10]=[CH:9][C:8]([F:11])=[CH:7][C:4]=1[CH2:5][NH:13][C:12](=[O:19])[O:14][C:15]([CH3:18])([CH3:17])[CH3:16]. (6) Given the reactants [CH2:1]([C:3]1[C:8]([NH2:9])=[CH:7][C:6]([CH3:10])=[C:5]([C:11]2[CH:16]=[CH:15][C:14]([O:17][C:18]([F:21])([F:20])[F:19])=[CH:13][C:12]=2[O:22][CH3:23])[N:4]=1)[CH3:2].[CH3:24][CH2:25]C(=O)CC.[C:30](O)(=O)[CH3:31].C(O[BH-](OC(=O)C)OC(=O)C)(=O)C.[Na+], predict the reaction product. The product is: [CH2:24]([N:9]([CH2:30][CH3:31])[C:8]1[C:3]([CH2:1][CH3:2])=[N:4][C:5]([C:11]2[CH:16]=[CH:15][C:14]([O:17][C:18]([F:20])([F:21])[F:19])=[CH:13][C:12]=2[O:22][CH3:23])=[C:6]([CH3:10])[CH:7]=1)[CH3:25]. (7) Given the reactants [Cl:1][C:2]1[CH:7]=[C:6]([O:8][C:9]2[C:10]([CH3:18])=[C:11]([CH2:16][OH:17])[CH:12]=[N:13][C:14]=2[CH3:15])[CH:5]=[CH:4][N:3]=1.[OH-].[Na+].[O-:21][Mn](=O)(=O)=O.[K+], predict the reaction product. The product is: [Cl:1][C:2]1[CH:7]=[C:6]([O:8][C:9]2[C:14]([CH3:15])=[N:13][CH:12]=[C:11]([C:10]=2[CH3:18])[C:16]([OH:21])=[O:17])[CH:5]=[CH:4][N:3]=1.